This data is from Reaction yield outcomes from USPTO patents with 853,638 reactions. The task is: Predict the reaction yield, written as a fraction of the theoretical maximum amount of product (1.0 means a 100% yield; for example, 0.34 means a 34% yield). (1) The reactants are [Cl:1][C:2]1[CH:3]=[C:4]([CH:9]([C:24]([F:27])([F:26])[F:25])/[CH:10]=[CH:11]/[C:12]2[CH:13]=[CH:14][C:15]([N:19]3[CH:23]=[N:22][CH:21]=[N:20]3)=[C:16]([CH:18]=2)[NH2:17])[CH:5]=[C:6]([Cl:8])[CH:7]=1.[CH3:28]I. The catalyst is C(Cl)Cl. The product is [Cl:1][C:2]1[CH:3]=[C:4]([CH:9]([C:24]([F:26])([F:25])[F:27])/[CH:10]=[CH:11]/[C:12]2[CH:13]=[CH:14][C:15]([N:19]3[CH:23]=[N:22][CH:21]=[N:20]3)=[C:16]([CH:18]=2)[NH:17][CH3:28])[CH:5]=[C:6]([Cl:8])[CH:7]=1. The yield is 0.700. (2) The reactants are Cl[C:2]1[CH:7]=[CH:6][N:5]=[C:4]2[CH:8]=[C:9]([C:11]([O:13][CH3:14])=[O:12])[S:10][C:3]=12.[F:15][C:16]1[CH:21]=[C:20]([N+:22]([O-:24])=[O:23])[CH:19]=[CH:18][C:17]=1[OH:25].C([O-])([O-])=O.[K+].[K+]. The catalyst is O(C1C=CC=CC=1)C1C=CC=CC=1.CCOC(C)=O. The product is [F:15][C:16]1[CH:21]=[C:20]([N+:22]([O-:24])=[O:23])[CH:19]=[CH:18][C:17]=1[O:25][C:2]1[CH:7]=[CH:6][N:5]=[C:4]2[CH:8]=[C:9]([C:11]([O:13][CH3:14])=[O:12])[S:10][C:3]=12. The yield is 0.590. (3) The reactants are [Br:1][C:2]1[CH:3]=[C:4]([N+:9]([O-])=O)[CH:5]=[C:6]([Br:8])[CH:7]=1. The catalyst is C(O)(=O)C.Cl. The product is [Br:1][C:2]1[CH:3]=[C:4]([CH:5]=[C:6]([Br:8])[CH:7]=1)[NH2:9]. The yield is 0.867. (4) The reactants are Cl[C:2]1[N:3]=[C:4]([C:16]2[CH:21]=[C:20]([CH3:22])[CH:19]=[C:18]([CH3:23])[CH:17]=2)[C:5]([C:8]2[CH:13]=[C:12]([CH3:14])[CH:11]=[C:10]([CH3:15])[CH:9]=2)=[N:6][CH:7]=1.[CH3:24][C:25]1[CH:30]=[CH:29][CH:28]=[C:27]([CH3:31])[C:26]=1B(O)O.C(=O)([O-])[O-].[Na+].[Na+].O. The catalyst is Cl[Pd](Cl)([P](C1C=CC=CC=1)(C1C=CC=CC=1)C1C=CC=CC=1)[P](C1C=CC=CC=1)(C1C=CC=CC=1)C1C=CC=CC=1.C(#N)C. The product is [CH3:24][C:25]1[CH:30]=[CH:29][CH:28]=[C:27]([CH3:31])[C:26]=1[C:2]1[N:3]=[C:4]([C:16]2[CH:17]=[C:18]([CH3:23])[CH:19]=[C:20]([CH3:22])[CH:21]=2)[C:5]([C:8]2[CH:9]=[C:10]([CH3:15])[CH:11]=[C:12]([CH3:14])[CH:13]=2)=[N:6][CH:7]=1. The yield is 0.890.